Dataset: hERG potassium channel inhibition data for cardiac toxicity prediction from Karim et al.. Task: Regression/Classification. Given a drug SMILES string, predict its toxicity properties. Task type varies by dataset: regression for continuous values (e.g., LD50, hERG inhibition percentage) or binary classification for toxic/non-toxic outcomes (e.g., AMES mutagenicity, cardiotoxicity, hepatotoxicity). Dataset: herg_karim. (1) The drug is CC(C)(C)C(=O)N1CC(c2cc(F)ccc2F)=C[C@H]1c1cccc(O)c1. The result is 1 (blocker). (2) The molecule is COc1cc2nc(N3CCN(C(=O)[C@H]4COc5ccccc5O4)CC3)nc(N)c2cc1OC. The result is 1 (blocker). (3) The drug is CN1CC2C(C1)C2CN(Cc1ccc(F)c(Cl)c1)C(=O)c1cn(C)cn1. The result is 1 (blocker). (4) The compound is O=C1COc2ccc(CNC34CCC(C[C@]5(O)Cn6c(=O)ccc7ncc(F)c5c76)(CC3)OC4)cc2N1. The result is 1 (blocker). (5) The molecule is CC(C)Cc1cc(C(=O)NCC2(C#N)CCN(CCc3ccccc3)CC2)nn1-c1ccccc1. The result is 1 (blocker). (6) The molecule is CCc1ccc2c(N3CC[C@@H](NC)C3)nc(N)nc2c1. The result is 1 (blocker). (7) The drug is Cc1nc2c(c(-c3ccc(Cl)cc3Cl)c1CN)CN(CC(=O)N1CCC(C(N)=O)CC1)C2=O. The result is 0 (non-blocker).